Dataset: Forward reaction prediction with 1.9M reactions from USPTO patents (1976-2016). Task: Predict the product of the given reaction. (1) The product is: [Si:15]([O:14][CH2:13][CH2:12][O:1][C:2]1[CH:9]=[CH:8][C:5]([CH:6]=[O:7])=[CH:4][C:3]=1[CH3:10])([C:18]([CH3:21])([CH3:20])[CH3:19])([CH3:17])[CH3:16]. Given the reactants [OH:1][C:2]1[CH:9]=[CH:8][C:5]([CH:6]=[O:7])=[CH:4][C:3]=1[CH3:10].Br[CH2:12][CH2:13][O:14][Si:15]([C:18]([CH3:21])([CH3:20])[CH3:19])([CH3:17])[CH3:16], predict the reaction product. (2) Given the reactants [CH2:1]([O:8][C:9]([NH:11][CH2:12][CH2:13][CH2:14][OH:15])=[O:10])[C:2]1[CH:7]=[CH:6][CH:5]=[CH:4][CH:3]=1.O[N:17]1[C:21](=[O:22])[C:20]2=[CH:23][CH:24]=[CH:25][CH:26]=[C:19]2[C:18]1=[O:27].C1(P(C2C=CC=CC=2)C2C=CC=CC=2)C=CC=CC=1.N(C(OCC)=O)=NC(OCC)=O, predict the reaction product. The product is: [CH2:1]([O:8][C:9]([NH:11][CH2:12][CH2:13][CH2:14][O:15][N:17]1[C:18](=[O:27])[C:19]2=[CH:26][CH:25]=[CH:24][CH:23]=[C:20]2[C:21]1=[O:22])=[O:10])[C:2]1[CH:7]=[CH:6][CH:5]=[CH:4][CH:3]=1. (3) Given the reactants I[C:2]1[CH:12]=[CH:11][C:5]([C:6]([O:8][CH2:9][CH3:10])=[O:7])=[CH:4][CH:3]=1.[F:13][C:14]1[CH:19]=[C:18]([F:20])[CH:17]=[CH:16][C:15]=1B(O)O.C([O-])([O-])=O.[Na+].[Na+], predict the reaction product. The product is: [F:13][C:14]1[CH:19]=[C:18]([F:20])[CH:17]=[CH:16][C:15]=1[C:2]1[CH:12]=[CH:11][C:5]([C:6]([O:8][CH2:9][CH3:10])=[O:7])=[CH:4][CH:3]=1. (4) Given the reactants [F:1][C:2]1[CH:3]=[C:4]([CH:9]=[CH:10][C:11]=1[OH:12])[C:5]([O:7][CH3:8])=[O:6].N1C(C)=CC=CC=1C.[F:21][C:22]([F:35])([F:34])[S:23](O[S:23]([C:22]([F:35])([F:34])[F:21])(=[O:25])=[O:24])(=[O:25])=[O:24], predict the reaction product. The product is: [F:1][C:2]1[CH:3]=[C:4]([CH:9]=[CH:10][C:11]=1[O:12][S:23]([C:22]([F:35])([F:34])[F:21])(=[O:25])=[O:24])[C:5]([O:7][CH3:8])=[O:6].